From a dataset of Full USPTO retrosynthesis dataset with 1.9M reactions from patents (1976-2016). Predict the reactants needed to synthesize the given product. (1) Given the product [CH3:18][O:19][C:20]1[C:27]([O:28][CH3:29])=[C:26]([O:30][CH3:31])[CH:25]=[C:22]2[C:21]=1[CH:11]=[CH:12][C:13]([C:14]#[N:15])=[CH:23]2, predict the reactants needed to synthesize it. The reactants are: C([N-]C(C)C)(C)C.[Li+].CO[CH:11](OC)[CH2:12][CH2:13][C:14]#[N:15].[CH3:18][O:19][C:20]1[CH:21]=[C:22]([CH:25]=[C:26]([O:30][CH3:31])[C:27]=1[O:28][CH3:29])[CH:23]=O.[Cl-].[NH4+]. (2) The reactants are: Cl.[NH2:2][CH2:3][C:4]1([CH2:7][C:8]([OH:10])=[O:9])[CH2:6][CH2:5]1.[CH3:11][C:12]([O:15][C:16](O[C:16]([O:15][C:12]([CH3:14])([CH3:13])[CH3:11])=[O:17])=[O:17])([CH3:14])[CH3:13]. Given the product [C:12]([O:15][C:16]([NH:2][CH2:3][C:4]1([CH2:7][C:8]([OH:10])=[O:9])[CH2:6][CH2:5]1)=[O:17])([CH3:14])([CH3:13])[CH3:11], predict the reactants needed to synthesize it.